This data is from Catalyst prediction with 721,799 reactions and 888 catalyst types from USPTO. The task is: Predict which catalyst facilitates the given reaction. (1) Reactant: [Cl:1][C:2]1[C:11]2[C:6](=[CH:7][C:8]([O:14][CH3:15])=[C:9]([O:12][CH3:13])[CH:10]=2)[N:5]=[CH:4][C:3]=1I.C1(P(C2C=CC=CC=2)CCCP(C2C=CC=CC=2)C2C=CC=CC=2)C=CC=CC=1.C[N:47]([CH:49]=[O:50])C. Product: [Cl:1][C:2]1[C:11]2[C:6](=[CH:7][C:8]([O:14][CH3:15])=[C:9]([O:12][CH3:13])[CH:10]=2)[N:5]=[CH:4][C:3]=1[C:49]([NH2:47])=[O:50]. The catalyst class is: 167. (2) Reactant: Cl[C:2]1[N:3]([CH2:10][C:11]([OH:27])([CH3:26])[CH2:12][N:13]([CH3:25])[C:14](=[O:24])[O:15][CH2:16][C:17]2[CH:22]=[CH:21][C:20]([F:23])=[CH:19][CH:18]=2)[CH:4]=[C:5]([N+:7]([O-:9])=[O:8])[N:6]=1.[H-].[Na+]. Product: [CH3:25][N:13]([CH2:12][C:11]1([CH3:26])[O:27][C:2]2=[N:6][C:5]([N+:7]([O-:9])=[O:8])=[CH:4][N:3]2[CH2:10]1)[C:14](=[O:24])[O:15][CH2:16][C:17]1[CH:22]=[CH:21][C:20]([F:23])=[CH:19][CH:18]=1. The catalyst class is: 12. (3) Reactant: [NH:1]=[CH:2][C:3]1[CH:8]=[CH:7][C:6]([CH2:9][C:10]([O:12][CH2:13][CH3:14])=[O:11])=[CH:5][CH:4]=1.[H-].[Na+].I[CH3:18]. Product: [C:2]([C:3]1[CH:8]=[CH:7][C:6]([CH:9]([CH3:18])[C:10]([O:12][CH2:13][CH3:14])=[O:11])=[CH:5][CH:4]=1)#[N:1]. The catalyst class is: 9. (4) Reactant: Br[C:2]1[CH:3]=[C:4]([CH:8]=[CH:9][CH:10]=1)[C:5]([OH:7])=[O:6].[CH2:11]([O:13][C:14]([C:16]1[CH:21]=[CH:20][C:19](B(O)O)=[CH:18][CH:17]=1)=[O:15])[CH3:12].C(=O)([O-])[O-].[Cs+].[Cs+]. Product: [CH2:11]([O:13][C:14]([C:16]1[CH:21]=[CH:20][C:19]([C:2]2[CH:10]=[CH:9][CH:8]=[C:4]([C:5]([OH:7])=[O:6])[CH:3]=2)=[CH:18][CH:17]=1)=[O:15])[CH3:12]. The catalyst class is: 837. (5) Reactant: [NH2:1][C:2]1[CH:3]=[C:4]([NH:13][C:14](=[O:16])[CH3:15])[CH:5]=[C:6]([N:8]2[CH:12]=[CH:11][CH:10]=[CH:9]2)[CH:7]=1.F[C:18]1[CH:23]=[CH:22][C:21]([I:24])=[CH:20][C:19]=1[N+:25]([O-:27])=[O:26].[F-].[K+]. Product: [I:24][C:21]1[CH:22]=[CH:23][C:18]([NH:1][C:2]2[CH:3]=[C:4]([NH:13][C:14](=[O:16])[CH3:15])[CH:5]=[C:6]([N:8]3[CH:9]=[CH:10][CH:11]=[CH:12]3)[CH:7]=2)=[C:19]([N+:25]([O-:27])=[O:26])[CH:20]=1. The catalyst class is: 3. (6) Reactant: C1O[C:4]2([CH2:13][CH2:12][C:11]3[N:10]=[CH:9][C:8]([N+:14]([O-:16])=[O:15])=[CH:7][C:6]=3[CH2:5]2)[O:3]C1.FC(F)(F)C(O)=O.C([O-])(O)=O.[Na+]. Product: [N+:14]([C:8]1[CH:9]=[N:10][C:11]2[CH2:12][CH2:13][C:4](=[O:3])[CH2:5][C:6]=2[CH:7]=1)([O-:16])=[O:15]. The catalyst class is: 2. (7) Reactant: [NH2:1][S:2]([C:5]1[C:10]([O:11][CH3:12])=[CH:9][CH:8]=[C:7]([CH3:13])[C:6]=1[NH:14][C:15]([C:17]1[C:18](=[O:35])[N:19]([CH2:28][C:29]2[CH:34]=[CH:33][CH:32]=[CH:31][CH:30]=2)[C:20]2[C:25]([C:26]=1[OH:27])=[CH:24][CH:23]=[CH:22][N:21]=2)=O)(=[O:4])=[O:3]. Product: [CH2:28]([N:19]1[C:20]2[C:25](=[CH:24][CH:23]=[CH:22][N:21]=2)[C:26]([OH:27])=[C:17]([C:15]2[NH:14][C:6]3[C:7]([CH3:13])=[CH:8][CH:9]=[C:10]([O:11][CH3:12])[C:5]=3[S:2](=[O:3])(=[O:4])[N:1]=2)[C:18]1=[O:35])[C:29]1[CH:30]=[CH:31][CH:32]=[CH:33][CH:34]=1. The catalyst class is: 33.